From a dataset of Catalyst prediction with 721,799 reactions and 888 catalyst types from USPTO. Predict which catalyst facilitates the given reaction. Reactant: [CH2:1]([O:8][C:9]([NH:11][C:12]1[C:13]([C:28](O)=[O:29])=[N:14][C:15]2[C:20]([CH:21]=1)=[CH:19][CH:18]=[C:17]([N:22]1[CH2:27][CH2:26][O:25][CH2:24][CH2:23]1)[CH:16]=2)=[O:10])[C:2]1[CH:7]=[CH:6][CH:5]=[CH:4][CH:3]=1.[NH2:31][C:32]1[CH:33]=[N:34][CH:35]=[CH:36][C:37]=1[N:38]1[CH2:43][C@H:42]([C:44]([F:47])([F:46])[F:45])[CH2:41][C@H:40]([NH:48][C:49](=[O:55])[O:50][C:51]([CH3:54])([CH3:53])[CH3:52])[CH2:39]1.CN(C(ON1N=NC2C=CC=NC1=2)=[N+](C)C)C.F[P-](F)(F)(F)(F)F.CCN(C(C)C)C(C)C. Product: [C:51]([O:50][C:49]([NH:48][C@H:40]1[CH2:41][C@@H:42]([C:44]([F:47])([F:46])[F:45])[CH2:43][N:38]([C:37]2[CH:36]=[CH:35][N:34]=[CH:33][C:32]=2[NH:31][C:28]([C:13]2[C:12]([NH:11][C:9](=[O:10])[O:8][CH2:1][C:2]3[CH:7]=[CH:6][CH:5]=[CH:4][CH:3]=3)=[CH:21][C:20]3[C:15](=[CH:16][C:17]([N:22]4[CH2:23][CH2:24][O:25][CH2:26][CH2:27]4)=[CH:18][CH:19]=3)[N:14]=2)=[O:29])[CH2:39]1)=[O:55])([CH3:54])([CH3:52])[CH3:53]. The catalyst class is: 3.